From a dataset of Drug-target binding data from BindingDB using IC50 measurements. Regression. Given a target protein amino acid sequence and a drug SMILES string, predict the binding affinity score between them. We predict pIC50 (pIC50 = -log10(IC50 in M); higher means more potent). Dataset: bindingdb_ic50. The compound is NC(=O)c1ccc(COc2ccc(-c3cccc4nc(NC(=O)C5CC5)nn34)cc2)cn1. The target protein sequence is ISSDYELLSDPTPGALAPRDGLWNGAQLYACQDPTIFEERHLKYISQLGKGNFGSVELCRYDPLGDNTGALVAVKQLQHSGPDQQRDFQREIQILKALHSDFIVKYRGVSYGPGRQSLRLVMEYLPSGCLRDFLQRHRARLDASRLLLYSSQICKGMEYLGSRRCVHRDLAARNILVESEAHVKIADFGLAKLLPLDKDYYVVREPGQSPIFWYAPESLSDNIFSRQSDVWSFGVVLYELFTYCDKSCSPSAEFLRMMGCERDVPALCRLLELLEEGQRLPAPPACPAEVHELMKLCWAPSPQDRPSFSALGPQLDMLWSGSRGCETHAFTAHPEGKHHSLSFS. The pIC50 is 7.0.